From a dataset of Reaction yield outcomes from USPTO patents with 853,638 reactions. Predict the reaction yield, written as a fraction of the theoretical maximum amount of product (1.0 means a 100% yield; for example, 0.34 means a 34% yield). (1) The reactants are [NH2:1][C@H:2]1[CH2:7][CH2:6][N:5]([C:8]2[O:9][C:10]([CH2:20][CH3:21])=[C:11]([C:13]([O:15][CH2:16][CH2:17][CH2:18][CH3:19])=[O:14])[N:12]=2)[CH2:4][C@H:3]1[O:22][CH2:23][CH3:24].[Cl:25][C:26]1[N:27]=[C:28]([C:33](O)=[O:34])[NH:29][C:30]=1[CH2:31][CH3:32].CCN=C=NCCCN(C)C.Cl.C1C=CC2N(O)N=NC=2C=1. The catalyst is CC(N(C)C)=O.ClCCl. The product is [Cl:25][C:26]1[N:27]=[C:28]([C:33]([NH:1][C@H:2]2[CH2:7][CH2:6][N:5]([C:8]3[O:9][C:10]([CH2:20][CH3:21])=[C:11]([C:13]([O:15][CH2:16][CH2:17][CH2:18][CH3:19])=[O:14])[N:12]=3)[CH2:4][C@H:3]2[O:22][CH2:23][CH3:24])=[O:34])[NH:29][C:30]=1[CH2:31][CH3:32]. The yield is 0.490. (2) The reactants are C([O:5][C:6](=[O:18])[CH2:7][NH:8][C:9](=[O:17])[C:10]1[CH:15]=[CH:14][C:13]([OH:16])=[CH:12][CH:11]=1)(C)(C)C.[F:19][C:20]([F:31])([F:30])[C:21]1[CH:22]=[C:23]([CH2:27][CH2:28]O)[CH:24]=[CH:25][CH:26]=1. No catalyst specified. The product is [F:19][C:20]([F:30])([F:31])[C:21]1[CH:22]=[C:23]([CH2:27][CH2:28][O:16][C:13]2[CH:12]=[CH:11][C:10]([C:9]([NH:8][CH2:7][C:6]([OH:5])=[O:18])=[O:17])=[CH:15][CH:14]=2)[CH:24]=[CH:25][CH:26]=1. The yield is 0.800. (3) The reactants are [CH:1]1([C:7]2[C:11]([CH2:12][OH:13])=[CH:10][N:9]([C:14]3[CH:19]=[CH:18][C:17]([C:20]([F:23])([F:22])[F:21])=[CH:16][N:15]=3)[N:8]=2)[CH2:6][CH2:5][CH2:4][CH2:3][CH2:2]1.O[C:25]1[CH:26]=[C:27]([CH2:31][CH2:32][CH2:33][C:34]([O:36]CC)=[O:35])[CH:28]=[CH:29][CH:30]=1.C(P(CCCC)CCCC)CCC.N(C(N1CCCCC1)=O)=NC(N1CCCCC1)=O. The yield is 0.650. The product is [CH:1]1([C:7]2[C:11]([CH2:12][O:13][C:29]3[CH:28]=[C:27]([CH2:31][CH2:32][CH2:33][C:34]([OH:36])=[O:35])[CH:26]=[CH:25][CH:30]=3)=[CH:10][N:9]([C:14]3[CH:19]=[CH:18][C:17]([C:20]([F:22])([F:21])[F:23])=[CH:16][N:15]=3)[N:8]=2)[CH2:2][CH2:3][CH2:4][CH2:5][CH2:6]1. The catalyst is O1CCCC1. (4) The reactants are [Cr](Cl)([O-])(=O)=O.[NH+]1C=CC=CC=1.[F:12][C:13]1[CH:18]=[CH:17][C:16]([CH2:19][CH2:20][OH:21])=[CH:15][CH:14]=1. The catalyst is C(Cl)Cl.CCOCC. The product is [F:12][C:13]1[CH:18]=[CH:17][C:16]([CH2:19][CH:20]=[O:21])=[CH:15][CH:14]=1. The yield is 0.860.